From a dataset of Forward reaction prediction with 1.9M reactions from USPTO patents (1976-2016). Predict the product of the given reaction. Given the reactants [CH2:1]([C:3]([C:21]1[CH:26]=[CH:25][C:24]([OH:27])=[C:23]([CH3:28])[CH:22]=1)([C:6]1[CH:11]=[CH:10][C:9]([C:12]#[C:13][C:14]([CH2:18][CH3:19])([OH:17])[CH2:15][CH3:16])=[C:8]([CH3:20])[CH:7]=1)[CH2:4][CH3:5])[CH3:2].O, predict the reaction product. The product is: [CH2:1]([C:3]([C:21]1[CH:26]=[CH:25][C:24]([OH:27])=[C:23]([CH3:28])[CH:22]=1)([C:6]1[CH:11]=[CH:10][C:9](/[CH:12]=[CH:13]/[C:14]([CH2:15][CH3:16])([OH:17])[CH2:18][CH3:19])=[C:8]([CH3:20])[CH:7]=1)[CH2:4][CH3:5])[CH3:2].